Task: Predict the reaction yield, written as a fraction of the theoretical maximum amount of product (1.0 means a 100% yield; for example, 0.34 means a 34% yield).. Dataset: Reaction yield outcomes from USPTO patents with 853,638 reactions (1) The reactants are [Cl:1][C:2]1[CH:22]=[C:21]([C:23]([F:26])([F:25])[F:24])[CH:20]=[CH:19][C:3]=1[CH2:4][N:5]1[C:9](/[CH:10]=[CH:11]/[C:12](O)=[O:13])=[CH:8][C:7]([O:15][CH:16]([CH3:18])[CH3:17])=[N:6]1.[CH3:27][O:28][CH2:29][CH2:30][CH2:31][S:32]([NH2:35])(=[O:34])=[O:33].N12CCCN=C1CCCCC2. The catalyst is CN(C)C=O. The product is [Cl:1][C:2]1[CH:22]=[C:21]([C:23]([F:26])([F:25])[F:24])[CH:20]=[CH:19][C:3]=1[CH2:4][N:5]1[C:9](/[CH:10]=[CH:11]/[C:12]([NH:35][S:32]([CH2:31][CH2:30][CH2:29][O:28][CH3:27])(=[O:34])=[O:33])=[O:13])=[CH:8][C:7]([O:15][CH:16]([CH3:17])[CH3:18])=[N:6]1. The yield is 0.590. (2) The catalyst is C(O)CCC.CCOC(C)=O.C1C=CC(/C=C/C(/C=C/C2C=CC=CC=2)=O)=CC=1.C1C=CC(/C=C/C(/C=C/C2C=CC=CC=2)=O)=CC=1.C1C=CC(/C=C/C(/C=C/C2C=CC=CC=2)=O)=CC=1.[Pd].[Pd]. The reactants are C([O:4][C:5]1[CH:10]=[CH:9][C:8](Br)=[CH:7][C:6]=1[N+:12]([O-:14])=[O:13])(=O)C.[S:15]1[CH:19]=[CH:18][CH:17]=[C:16]1B(O)O.P([O-])([O-])([O-])=O.[K+].[K+].[K+]. The product is [N+:12]([C:6]1[CH:7]=[C:8]([C:16]2[S:15][CH:19]=[CH:18][CH:17]=2)[CH:9]=[CH:10][C:5]=1[OH:4])([O-:14])=[O:13]. The yield is 0.220. (3) The catalyst is O1CCOCC1.C1C=CC([P]([Pd]([P](C2C=CC=CC=2)(C2C=CC=CC=2)C2C=CC=CC=2)([P](C2C=CC=CC=2)(C2C=CC=CC=2)C2C=CC=CC=2)[P](C2C=CC=CC=2)(C2C=CC=CC=2)C2C=CC=CC=2)(C2C=CC=CC=2)C2C=CC=CC=2)=CC=1. The reactants are [CH3:1][NH:2][C:3](=[O:14])[O:4][CH2:5][C:6]1[CH:11]=[C:10](Br)[CH:9]=[CH:8][C:7]=1[Cl:13].C([Sn](CCCC)(CCCC)[C:20]([O:22]CC)=[CH2:21])CCC. The yield is 0.400. The product is [CH3:1][NH:2][C:3](=[O:14])[O:4][CH2:5][C:6]1[CH:11]=[C:10]([C:20](=[O:22])[CH3:21])[CH:9]=[CH:8][C:7]=1[Cl:13]. (4) The reactants are B(F)(F)F.CCOCC.ClCCl.C[SiH](C)C.[CH2:17]([C@H:24]1[CH2:28][O:27][C:26](=[O:29])[N:25]1[C:30](=[O:60])[C@@H:31]([O:57][CH2:58][CH3:59])[C@@H:32]([C:34]1[CH:39]=[CH:38][C:37]([C:40]2[CH:45]=[CH:44][CH:43]=[C:42]([CH2:46][N:47]([CH3:56])[C:48](=[O:55])[C:49]3[CH:54]=[CH:53][CH:52]=[CH:51][CH:50]=3)[CH:41]=2)=[CH:36][CH:35]=1)O)[C:18]1[CH:23]=[CH:22][CH:21]=[CH:20][CH:19]=1. The catalyst is O. The product is [CH2:17]([C@H:24]1[CH2:28][O:27][C:26](=[O:29])[N:25]1[C:30](=[O:60])[C@@H:31]([O:57][CH2:58][CH3:59])[CH2:32][C:34]1[CH:39]=[CH:38][C:37]([C:40]2[CH:45]=[CH:44][CH:43]=[C:42]([CH2:46][N:47]([CH3:56])[C:48](=[O:55])[C:49]3[CH:54]=[CH:53][CH:52]=[CH:51][CH:50]=3)[CH:41]=2)=[CH:36][CH:35]=1)[C:18]1[CH:23]=[CH:22][CH:21]=[CH:20][CH:19]=1. The yield is 0.760. (5) The product is [Cl:21][C:22]1[CH:27]=[CH:26][C:25]([C:28]2[C:34]3[CH:35]=[C:36]([O:39][CH3:40])[CH:37]=[CH:38][C:33]=3[NH:32][C:31](=[S:2])[C@H:30]([CH2:42][C:43]([O:45][CH3:46])=[O:44])[N:29]=2)=[CH:24][CH:23]=1. The reactants are P12(SP3(SP(SP(S3)(S1)=S)(=S)S2)=S)=[S:2].C([O-])([O-])=O.[Na+].[Na+].[Cl:21][C:22]1[CH:27]=[CH:26][C:25]([C:28]2[C:34]3[CH:35]=[C:36]([O:39][CH3:40])[CH:37]=[CH:38][C:33]=3[NH:32][C:31](=O)[C@H:30]([CH2:42][C:43]([O:45][CH3:46])=[O:44])[N:29]=2)=[CH:24][CH:23]=1. The yield is 0.980. The catalyst is ClCCCl. (6) The reactants are [NH2:1][C:2]1[CH:7]=[CH:6][CH:5]=[CH:4][C:3]=1[NH:8][C:9]([CH3:15])([CH3:14])[CH2:10][C:11](O)=[O:12].C1C=CC2N(O)N=NC=2C=1.C(Cl)CCl.CN(C=O)C. The catalyst is O. The product is [CH3:14][C:9]1([CH3:15])[CH2:10][C:11](=[O:12])[NH:1][C:2]2[CH:7]=[CH:6][CH:5]=[CH:4][C:3]=2[NH:8]1. The yield is 0.350. (7) The reactants are Br[C:2]1[CH:3]=[C:4]([C:26]([F:29])([F:28])[F:27])[C:5]2[N:6]([C:8]([Cl:25])=[C:9]([C:11]([N:13]3[CH2:18][CH2:17][CH:16]([N:19]4[CH2:23][CH2:22][O:21][C:20]4=[O:24])[CH2:15][CH2:14]3)=[O:12])[N:10]=2)[CH:7]=1.[CH3:30][CH2:31]N(C(C)C)C(C)C. The catalyst is C(O)CC.CCOC(C)=O.C1C=CC(P(C2C=CC=CC=2)[C-]2C=CC=C2)=CC=1.C1C=CC(P(C2C=CC=CC=2)[C-]2C=CC=C2)=CC=1.Cl[Pd]Cl.[Fe+2].C(Cl)Cl. The product is [Cl:25][C:8]1[N:6]2[CH:7]=[C:2]([CH:30]=[CH2:31])[CH:3]=[C:4]([C:26]([F:29])([F:28])[F:27])[C:5]2=[N:10][C:9]=1[C:11]([N:13]1[CH2:18][CH2:17][CH:16]([N:19]2[CH2:23][CH2:22][O:21][C:20]2=[O:24])[CH2:15][CH2:14]1)=[O:12]. The yield is 0.670. (8) The reactants are [CH3:1][O:2][C:3]([C@H:5]1[C@H:9]([C:10]2[CH:15]=[CH:14][CH:13]=[C:12]([Cl:16])[C:11]=2[F:17])[C@:8]([C:20]2[CH:25]=[CH:24][C:23]([Cl:26])=[CH:22][C:21]=2[F:27])([C:18]#[N:19])[C@H:7]([CH2:28][C:29]([CH3:32])([CH3:31])[CH3:30])[NH:6]1)=[O:4].C=O.[C:35](O[BH-](OC(=O)C)OC(=O)C)(=O)C.[Na+]. The yield is 0.745. The product is [CH3:1][O:2][C:3]([C@H:5]1[C@H:9]([C:10]2[CH:15]=[CH:14][CH:13]=[C:12]([Cl:16])[C:11]=2[F:17])[C@:8]([C:20]2[CH:25]=[CH:24][C:23]([Cl:26])=[CH:22][C:21]=2[F:27])([C:18]#[N:19])[C@H:7]([CH2:28][C:29]([CH3:32])([CH3:31])[CH3:30])[N:6]1[CH3:35])=[O:4]. The catalyst is C(O)(=O)C.O. (9) The reactants are [CH3:1][N:2]1[CH:6]=[C:5]([C:7]2[N:15]=[CH:14][C:13]3[N:12](COCC[Si](C)(C)C)[C:11]4[N:24]=[CH:25][CH:26]=[C:27]([O:28][C@@H:29]5[CH2:34][CH2:33][CH2:32][N:31](C(OC(C)(C)C)=O)[CH2:30]5)[C:10]=4[C:9]=3[CH:8]=2)[CH:4]=[N:3]1.Br.[OH-].[Na+].Cl. The catalyst is O1CCOCC1. The product is [NH:31]1[CH2:32][CH2:33][CH2:34][C@@H:29]([O:28][C:27]2[C:10]3[C:9]4[CH:8]=[C:7]([C:5]5[CH:4]=[N:3][N:2]([CH3:1])[CH:6]=5)[N:15]=[CH:14][C:13]=4[NH:12][C:11]=3[N:24]=[CH:25][CH:26]=2)[CH2:30]1. The yield is 0.300. (10) The reactants are [Cl-].O[NH3+:3].[C:4](=[O:7])([O-])[OH:5].[Na+].CS(C)=O.[CH3:13][O:14][CH:15]1[CH2:20][CH2:19][CH2:18][CH2:17][CH:16]1[N:21]1[C:26](=[O:27])[C:25]([CH2:28][C:29]2[CH:34]=[CH:33][C:32]([C:35]3[C:36]([C:41]#[N:42])=[CH:37][CH:38]=[CH:39][CH:40]=3)=[CH:31][CH:30]=2)=[C:24]([CH2:43][CH2:44][CH3:45])[N:23]2[N:46]=[C:47]([CH3:49])[N:48]=[C:22]12. The catalyst is C(OCC)(=O)C. The product is [CH3:13][O:14][CH:15]1[CH2:20][CH2:19][CH2:18][CH2:17][CH:16]1[N:21]1[C:26](=[O:27])[C:25]([CH2:28][C:29]2[CH:34]=[CH:33][C:32]([C:35]3[CH:40]=[CH:39][CH:38]=[CH:37][C:36]=3[C:41]3[NH:3][C:4](=[O:7])[O:5][N:42]=3)=[CH:31][CH:30]=2)=[C:24]([CH2:43][CH2:44][CH3:45])[N:23]2[N:46]=[C:47]([CH3:49])[N:48]=[C:22]12. The yield is 0.530.